Regression. Given two drug SMILES strings and cell line genomic features, predict the synergy score measuring deviation from expected non-interaction effect. From a dataset of NCI-60 drug combinations with 297,098 pairs across 59 cell lines. (1) Drug 1: C1CC2CC3=C(CC1C24CN(S(=O)(=O)N4)CC(F)(F)F)C=CC(=C3)C=CCN5CCC(CC5)C(F)(F)F. Drug 2: CC1=C(C(=O)C2=C(C1=O)N3CC4C(C3(C2COC(=O)N)OC)N4)N. Cell line: HCT116. Synergy scores: CSS=47.3, Synergy_ZIP=-3.11, Synergy_Bliss=-2.76, Synergy_Loewe=-4.52, Synergy_HSA=1.43. (2) Drug 1: CC1=C(C(CCC1)(C)C)C=CC(=CC=CC(=CC(=O)O)C)C. Drug 2: COC1=C2C(=CC3=C1OC=C3)C=CC(=O)O2. Cell line: UO-31. Synergy scores: CSS=-2.97, Synergy_ZIP=2.98, Synergy_Bliss=3.32, Synergy_Loewe=0.972, Synergy_HSA=-0.159. (3) Drug 1: C1CCN(CC1)CCOC2=CC=C(C=C2)C(=O)C3=C(SC4=C3C=CC(=C4)O)C5=CC=C(C=C5)O. Drug 2: C1CCC(C(C1)N)N.C(=O)(C(=O)[O-])[O-].[Pt+4]. Cell line: SW-620. Synergy scores: CSS=26.0, Synergy_ZIP=4.88, Synergy_Bliss=5.74, Synergy_Loewe=-9.55, Synergy_HSA=2.71. (4) Drug 1: CC1CCC2CC(C(=CC=CC=CC(CC(C(=O)C(C(C(=CC(C(=O)CC(OC(=O)C3CCCCN3C(=O)C(=O)C1(O2)O)C(C)CC4CCC(C(C4)OC)OCCO)C)C)O)OC)C)C)C)OC. Drug 2: CC1C(C(CC(O1)OC2CC(OC(C2O)C)OC3=CC4=CC5=C(C(=O)C(C(C5)C(C(=O)C(C(C)O)O)OC)OC6CC(C(C(O6)C)O)OC7CC(C(C(O7)C)O)OC8CC(C(C(O8)C)O)(C)O)C(=C4C(=C3C)O)O)O)O. Cell line: BT-549. Synergy scores: CSS=28.7, Synergy_ZIP=-2.46, Synergy_Bliss=1.46, Synergy_Loewe=-0.456, Synergy_HSA=0.00754. (5) Drug 1: CC1=C2C(C(=O)C3(C(CC4C(C3C(C(C2(C)C)(CC1OC(=O)C(C(C5=CC=CC=C5)NC(=O)OC(C)(C)C)O)O)OC(=O)C6=CC=CC=C6)(CO4)OC(=O)C)OC)C)OC. Drug 2: CN1CCC(CC1)COC2=C(C=C3C(=C2)N=CN=C3NC4=C(C=C(C=C4)Br)F)OC. Cell line: OVCAR-5. Synergy scores: CSS=49.0, Synergy_ZIP=3.75, Synergy_Bliss=4.71, Synergy_Loewe=0.382, Synergy_HSA=7.77. (6) Drug 1: CC1C(C(=O)NC(C(=O)N2CCCC2C(=O)N(CC(=O)N(C(C(=O)O1)C(C)C)C)C)C(C)C)NC(=O)C3=C4C(=C(C=C3)C)OC5=C(C(=O)C(=C(C5=N4)C(=O)NC6C(OC(=O)C(N(C(=O)CN(C(=O)C7CCCN7C(=O)C(NC6=O)C(C)C)C)C)C(C)C)C)N)C. Drug 2: CC1C(C(CC(O1)OC2CC(CC3=C2C(=C4C(=C3O)C(=O)C5=CC=CC=C5C4=O)O)(C(=O)C)O)N)O. Cell line: UACC-257. Synergy scores: CSS=63.8, Synergy_ZIP=22.9, Synergy_Bliss=22.8, Synergy_Loewe=21.2, Synergy_HSA=22.8. (7) Drug 1: CCCS(=O)(=O)NC1=C(C(=C(C=C1)F)C(=O)C2=CNC3=C2C=C(C=N3)C4=CC=C(C=C4)Cl)F. Drug 2: CN1C2=C(C=C(C=C2)N(CCCl)CCCl)N=C1CCCC(=O)O.Cl. Cell line: OVCAR-4. Synergy scores: CSS=-3.22, Synergy_ZIP=2.38, Synergy_Bliss=1.06, Synergy_Loewe=-2.62, Synergy_HSA=-2.45.